This data is from Catalyst prediction with 721,799 reactions and 888 catalyst types from USPTO. The task is: Predict which catalyst facilitates the given reaction. (1) Reactant: [CH3:1][O:2][C:3]1[CH:8]=[N:7][C:6]([N:9]2[CH:13]=[N:12][C:11]([CH2:14][OH:15])=[N:10]2)=[C:5]2[NH:16][CH:17]=[CH:18][C:4]=12.C([Mg]Br)C.N1C=CC=CC=1.Cl[C:30](=[O:36])[C:31]([O:33][CH2:34][CH3:35])=[O:32]. Product: [OH:15][CH2:14][C:11]1[N:12]=[CH:13][N:9]([C:6]2[N:7]=[CH:8][C:3]([O:2][CH3:1])=[C:4]3[C:18]([C:30](=[O:36])[C:31]([O:33][CH2:34][CH3:35])=[O:32])=[CH:17][NH:16][C:5]=23)[N:10]=1. The catalyst class is: 1. (2) Reactant: [CH2:1]([C:5]1[N:6]=[C:7]([CH3:27])[NH:8][C:9](=[O:26])[C:10]=1[CH2:11][C:12]1[CH:17]=[CH:16][C:15]([C:18]2[C:19]([C:24]#[N:25])=[CH:20][CH:21]=[CH:22][CH:23]=2)=[CH:14][CH:13]=1)[CH2:2][CH2:3][CH3:4].[CH3:28][C:29]1([CH3:32])[CH2:31][O:30]1.C(=O)([O-])[O-].[Cs+].[Cs+].CN(C)C(=O)C. Product: [CH2:1]([C:5]1[N:6]=[C:7]([CH3:27])[N:8]([CH2:28][C:29]([OH:30])([CH3:32])[CH3:31])[C:9](=[O:26])[C:10]=1[CH2:11][C:12]1[CH:17]=[CH:16][C:15]([C:18]2[C:19]([C:24]#[N:25])=[CH:20][CH:21]=[CH:22][CH:23]=2)=[CH:14][CH:13]=1)[CH2:2][CH2:3][CH3:4]. The catalyst class is: 13. (3) Reactant: CC([CH:5]1[CH2:10][N:9]([CH2:11][CH:12]2[C:21]3[C:16](=[CH:17][C:18]([Br:24])=[C:19]([O:22][CH3:23])[CH:20]=3)[CH2:15][CH2:14][O:13]2)[CH2:8][CH2:7][N:6]1C([O-])=O)(C)C.C(O)(C(F)(F)F)=O. Product: [Br:24][C:18]1[CH:17]=[C:16]2[C:21](=[CH:20][C:19]=1[O:22][CH3:23])[CH:12]([CH2:11][N:9]1[CH2:8][CH2:7][NH:6][CH2:5][CH2:10]1)[O:13][CH2:14][CH2:15]2. The catalyst class is: 2. (4) Reactant: Cl.C(OCC)(=O)C.C(OCC)(=O)C.[CH3:14][O:15][C:16]1[CH:17]=[C:18]([CH:38]=[CH:39][C:40]=1[O:41][CH3:42])[O:19][CH2:20][C:21]1[O:25][N:24]=[C:23]([C@@H:26]2[CH2:30][CH2:29][CH2:28][N:27]2C(OC(C)(C)C)=O)[N:22]=1. Product: [CH3:14][O:15][C:16]1[CH:17]=[C:18]([CH:38]=[CH:39][C:40]=1[O:41][CH3:42])[O:19][CH2:20][C:21]1[O:25][N:24]=[C:23]([C@@H:26]2[CH2:30][CH2:29][CH2:28][NH:27]2)[N:22]=1. The catalyst class is: 6. (5) The catalyst class is: 40. Reactant: [CH3:1][C:2]1[N:3]=[N:4][CH:5]=[C:6]([CH3:13])[C:7]=1[C:8]([O:10]CC)=[O:9].[OH-].[Na+].Cl. Product: [CH3:1][C:2]1[N:3]=[N:4][CH:5]=[C:6]([CH3:13])[C:7]=1[C:8]([OH:10])=[O:9]. (6) Reactant: [CH3:1][CH:2]1[NH:6][C:5](=[O:7])[CH2:4][CH2:3]1.[F:8][C:9]1[CH:14]=[CH:13][C:12]([S:15](Cl)(=[O:17])=[O:16])=[CH:11][CH:10]=1. Product: [F:8][C:9]1[CH:14]=[CH:13][C:12]([S:15]([N:6]2[CH:2]([CH3:1])[CH2:3][CH2:4][C:5]2=[O:7])(=[O:17])=[O:16])=[CH:11][CH:10]=1. The catalyst class is: 554. (7) Reactant: [Cl:1][C:2]1[CH:7]=[C:6]([CH2:8][NH:9][CH2:10][C@H:11]([OH:24])[C:12]2[CH:21]=[CH:20][C:19]([OH:22])=[C:18]3[C:13]=2[CH:14]=[CH:15][C:16](=[O:23])[NH:17]3)[C:5]([O:25][CH3:26])=[CH:4][C:3]=1[NH:27][C:28]([CH2:30][CH2:31][N:32]1[CH2:37][CH2:36][CH:35]([O:38][C:39](=[O:53])[NH:40][C:41]2[CH:46]=[CH:45][CH:44]=[CH:43][C:42]=2[C:47]2[CH:52]=[CH:51][CH:50]=[CH:49][CH:48]=2)[CH2:34][CH2:33]1)=[O:29].[C:54]([OH:61])(=[O:60])[CH2:55][CH2:56][C:57]([OH:59])=[O:58]. Product: [C:54]([OH:61])(=[O:60])[CH2:55][CH2:56][C:57]([OH:59])=[O:58].[Cl:1][C:2]1[CH:7]=[C:6]([CH2:8][NH:9][CH2:10][C@H:11]([OH:24])[C:12]2[CH:21]=[CH:20][C:19]([OH:22])=[C:18]3[C:13]=2[CH:14]=[CH:15][C:16](=[O:23])[NH:17]3)[C:5]([O:25][CH3:26])=[CH:4][C:3]=1[NH:27][C:28]([CH2:30][CH2:31][N:32]1[CH2:37][CH2:36][CH:35]([O:38][C:39](=[O:53])[NH:40][C:41]2[CH:46]=[CH:45][CH:44]=[CH:43][C:42]=2[C:47]2[CH:48]=[CH:49][CH:50]=[CH:51][CH:52]=2)[CH2:34][CH2:33]1)=[O:29]. The catalyst class is: 5. (8) Reactant: [OH-].[K+].[CH3:3]C1C=CC(S(N(N=O)C)(=O)=O)=CC=1.C(O)CO.CCOCC.[NH:26]1[C:30]2[CH:31]=[C:32]([N:35]3[CH:39]([CH:40]4[CH2:45][CH2:44][N:43]([C:46]5[CH:51]=[CH:50][CH:49]=[CH:48][CH:47]=5)[CH2:42][CH2:41]4)[C:38]([CH3:52])=[C:37]([OH:53])[C:36]3=[O:54])[CH:33]=[CH:34][C:29]=2[N:28]=[CH:27]1. Product: [NH:26]1[C:30]2[CH:31]=[C:32]([N:35]3[CH:39]([CH:40]4[CH2:45][CH2:44][N:43]([C:46]5[CH:47]=[CH:48][CH:49]=[CH:50][CH:51]=5)[CH2:42][CH2:41]4)[C:38]([CH3:52])=[C:37]([O:53][CH3:3])[C:36]3=[O:54])[CH:33]=[CH:34][C:29]=2[N:28]=[CH:27]1. The catalyst class is: 5. (9) Reactant: [OH:1][C:2]1[CH:7]=[CH:6][C:5]([S:8][C:9]2[CH:14]=[CH:13][C:12]([OH:15])=[CH:11][C:10]=2[N+:16]([O-])=O)=[CH:4][CH:3]=1.[Cl-].[NH4+]. Product: [NH2:16][C:10]1[CH:11]=[C:12]([OH:15])[CH:13]=[CH:14][C:9]=1[S:8][C:5]1[CH:6]=[CH:7][C:2]([OH:1])=[CH:3][CH:4]=1. The catalyst class is: 447. (10) Reactant: [Si:1]([O:8][CH2:9][C:10]1[N:15]=[C:14]([CH2:16][CH2:17][C:18]([OH:20])=O)[CH:13]=[CH:12][CH:11]=1)([C:4]([CH3:7])([CH3:6])[CH3:5])([CH3:3])[CH3:2].[NH:21]1[CH2:26][CH2:25][O:24][CH2:23][CH2:22]1.CCN=C=NCCCN(C)C.C(N(CC)CC)C. Product: [Si:1]([O:8][CH2:9][C:10]1[N:15]=[C:14]([CH2:16][CH2:17][C:18]([N:21]2[CH2:26][CH2:25][O:24][CH2:23][CH2:22]2)=[O:20])[CH:13]=[CH:12][CH:11]=1)([C:4]([CH3:5])([CH3:6])[CH3:7])([CH3:2])[CH3:3]. The catalyst class is: 366.